This data is from Peptide-MHC class II binding affinity with 134,281 pairs from IEDB. The task is: Regression. Given a peptide amino acid sequence and an MHC pseudo amino acid sequence, predict their binding affinity value. This is MHC class II binding data. (1) The peptide sequence is WSLMYFHRRDLRLAS. The MHC is DRB1_0301 with pseudo-sequence DRB1_0301. The binding affinity (normalized) is 0.604. (2) The peptide sequence is RNEVVNDVSTYASGK. The MHC is HLA-DQA10501-DQB10201 with pseudo-sequence HLA-DQA10501-DQB10201. The binding affinity (normalized) is 0.212. (3) The peptide sequence is TIGTSVEESEMFMPR. The MHC is DRB3_0101 with pseudo-sequence DRB3_0101. The binding affinity (normalized) is 0. (4) The peptide sequence is TKKGNVWEVKSSKPLVGPFN. The MHC is DRB1_0101 with pseudo-sequence DRB1_0101. The binding affinity (normalized) is 0.653. (5) The peptide sequence is STNDDEVLIEVNPPF. The MHC is DRB1_0401 with pseudo-sequence DRB1_0401. The binding affinity (normalized) is 0.275. (6) The peptide sequence is AATQARAAAAAFEAA. The MHC is HLA-DQA10201-DQB10202 with pseudo-sequence HLA-DQA10201-DQB10202. The binding affinity (normalized) is 0.194. (7) The peptide sequence is ITAMSEVQKVSQPAT. The MHC is DRB1_1501 with pseudo-sequence DRB1_1501. The binding affinity (normalized) is 0.198. (8) The peptide sequence is KEYTFPITLSSTSNP. The MHC is DRB1_1302 with pseudo-sequence DRB1_1302. The binding affinity (normalized) is 0. (9) The peptide sequence is AAATAGTTVYGARAA. The MHC is HLA-DPA10103-DPB10601 with pseudo-sequence HLA-DPA10103-DPB10601. The binding affinity (normalized) is 0.